From a dataset of NCI-60 drug combinations with 297,098 pairs across 59 cell lines. Regression. Given two drug SMILES strings and cell line genomic features, predict the synergy score measuring deviation from expected non-interaction effect. (1) Cell line: HT29. Drug 2: CCN(CC)CCNC(=O)C1=C(NC(=C1C)C=C2C3=C(C=CC(=C3)F)NC2=O)C. Drug 1: CC1C(C(=O)NC(C(=O)N2CCCC2C(=O)N(CC(=O)N(C(C(=O)O1)C(C)C)C)C)C(C)C)NC(=O)C3=C4C(=C(C=C3)C)OC5=C(C(=O)C(=C(C5=N4)C(=O)NC6C(OC(=O)C(N(C(=O)CN(C(=O)C7CCCN7C(=O)C(NC6=O)C(C)C)C)C)C(C)C)C)N)C. Synergy scores: CSS=0.496, Synergy_ZIP=3.76, Synergy_Bliss=8.23, Synergy_Loewe=-30.5, Synergy_HSA=3.02. (2) Drug 1: C1CN1P(=S)(N2CC2)N3CC3. Drug 2: CN1C2=C(C=C(C=C2)N(CCCl)CCCl)N=C1CCCC(=O)O.Cl. Synergy scores: CSS=4.50, Synergy_ZIP=-2.36, Synergy_Bliss=-1.85, Synergy_Loewe=-1.73, Synergy_HSA=-0.901. Cell line: NCI-H226. (3) Drug 1: CC12CCC(CC1=CCC3C2CCC4(C3CC=C4C5=CN=CC=C5)C)O. Drug 2: CC1=C2C(C(=O)C3(C(CC4C(C3C(C(C2(C)C)(CC1OC(=O)C(C(C5=CC=CC=C5)NC(=O)C6=CC=CC=C6)O)O)OC(=O)C7=CC=CC=C7)(CO4)OC(=O)C)O)C)OC(=O)C. Cell line: HCT-15. Synergy scores: CSS=45.8, Synergy_ZIP=12.8, Synergy_Bliss=20.1, Synergy_Loewe=15.0, Synergy_HSA=19.2. (4) Drug 2: CCC1(C2=C(COC1=O)C(=O)N3CC4=CC5=C(C=CC(=C5CN(C)C)O)N=C4C3=C2)O.Cl. Drug 1: C1=NNC2=C1C(=O)NC=N2. Cell line: RPMI-8226. Synergy scores: CSS=9.07, Synergy_ZIP=0.364, Synergy_Bliss=-0.244, Synergy_Loewe=-20.4, Synergy_HSA=-4.24. (5) Drug 1: CC1OCC2C(O1)C(C(C(O2)OC3C4COC(=O)C4C(C5=CC6=C(C=C35)OCO6)C7=CC(=C(C(=C7)OC)O)OC)O)O. Drug 2: B(C(CC(C)C)NC(=O)C(CC1=CC=CC=C1)NC(=O)C2=NC=CN=C2)(O)O. Cell line: CCRF-CEM. Synergy scores: CSS=45.8, Synergy_ZIP=-2.24, Synergy_Bliss=-4.39, Synergy_Loewe=-3.70, Synergy_HSA=-1.78. (6) Drug 1: CC(CN1CC(=O)NC(=O)C1)N2CC(=O)NC(=O)C2. Drug 2: CCC1(CC2CC(C3=C(CCN(C2)C1)C4=CC=CC=C4N3)(C5=C(C=C6C(=C5)C78CCN9C7C(C=CC9)(C(C(C8N6C)(C(=O)OC)O)OC(=O)C)CC)OC)C(=O)OC)O.OS(=O)(=O)O. Cell line: NCI-H226. Synergy scores: CSS=24.9, Synergy_ZIP=-9.52, Synergy_Bliss=-4.28, Synergy_Loewe=-21.1, Synergy_HSA=-2.81.